From a dataset of Forward reaction prediction with 1.9M reactions from USPTO patents (1976-2016). Predict the product of the given reaction. (1) Given the reactants [F:1][C:2]([F:12])([F:11])[O:3][C:4]1[CH:5]=[C:6]([OH:10])[CH:7]=[CH:8][CH:9]=1.Cl[CH2:14][CH2:15][C:16](Cl)=[O:17].OS(C(F)(F)F)(=O)=O, predict the reaction product. The product is: [F:1][C:2]([F:11])([F:12])[O:3][C:4]1[CH:5]=[C:6]2[C:7]([C:16](=[O:17])[CH2:15][CH2:14][O:10]2)=[CH:8][CH:9]=1. (2) Given the reactants [Cl:1][C:2]1[N:3]=[N:4][C:5]([NH:8][NH2:9])=[CH:6][CH:7]=1.[CH2:10]([O:12][C:13](=[O:25])[C:14](=O)[CH2:15][C:16]([C:18]1[CH:23]=[CH:22][CH:21]=[CH:20][N:19]=1)=O)[CH3:11].Cl, predict the reaction product. The product is: [CH2:10]([O:12][C:13]([C:14]1[CH:15]=[C:16]([C:18]2[CH:23]=[CH:22][CH:21]=[CH:20][N:19]=2)[N:8]([C:5]2[N:4]=[N:3][C:2]([Cl:1])=[CH:7][CH:6]=2)[N:9]=1)=[O:25])[CH3:11].